From a dataset of Full USPTO retrosynthesis dataset with 1.9M reactions from patents (1976-2016). Predict the reactants needed to synthesize the given product. (1) Given the product [OH:35][C@H:36]1[C@@H:43]2[N:39]([C:40](=[O:57])[N:1]([C:2]3[CH:3]=[C:4]4[C:9](=[CH:10][CH:11]=3)[N:8]([CH2:12][C:13]3[CH:14]=[CH:15][CH:16]=[CH:17][CH:18]=3)[C:7](=[O:19])[CH:6]=[CH:5]4)[C:42]2=[O:44])[CH2:38][CH2:37]1, predict the reactants needed to synthesize it. The reactants are: [NH2:1][C:2]1[CH:3]=[C:4]2[C:9](=[CH:10][CH:11]=1)[N:8]([CH2:12][C:13]1[CH:18]=[CH:17][CH:16]=[CH:15][CH:14]=1)[C:7](=[O:19])[CH:6]=[CH:5]2.N(C1C2CCCCC=2C(C#N)=CC=1)=C=O.[OH:35][C@H:36]1[C@@H:43]2[N:39]([C:40](=[O:57])N(C3C4CCCCC=4C(C#N)=CC=3)[C:42]2=[O:44])[CH2:38][CH2:37]1. (2) The reactants are: [C:1]([C:5]1[CH:9]=[C:8]([NH2:10])[NH:7][N:6]=1)([CH3:4])([CH3:3])[CH3:2].C(N(CC)CC)C.Cl[C:19]([C:32]1[CH:37]=[CH:36][CH:35]=[CH:34][CH:33]=1)([C:26]1[CH:31]=[CH:30][CH:29]=[CH:28][CH:27]=1)[C:20]1[CH:25]=[CH:24][CH:23]=[CH:22][CH:21]=1.C1(C)C=CC=CC=1. Given the product [C:1]([C:5]1[CH:9]=[C:8]([NH:10][C:19]([C:20]2[CH:25]=[CH:24][CH:23]=[CH:22][CH:21]=2)([C:32]2[CH:33]=[CH:34][CH:35]=[CH:36][CH:37]=2)[C:26]2[CH:27]=[CH:28][CH:29]=[CH:30][CH:31]=2)[NH:7][N:6]=1)([CH3:4])([CH3:3])[CH3:2], predict the reactants needed to synthesize it. (3) Given the product [C:1]([NH:4][CH2:5][CH:6]([C:16]1[CH:43]=[CH:42][C:19]([C:20]([NH:22][C:23]2[CH:28]=[C:27]([C:29]3[CH:33]=[CH:32][S:31][CH:30]=3)[CH:26]=[CH:25][C:24]=2[NH2:34])=[O:21])=[CH:18][CH:17]=1)[C:7]([NH:9][C:10]1[CH:11]=[CH:12][CH:13]=[CH:14][CH:15]=1)=[O:8])(=[O:3])[CH3:2], predict the reactants needed to synthesize it. The reactants are: [C:1]([NH:4][CH2:5][CH:6]([C:16]1[CH:43]=[CH:42][C:19]([C:20]([NH:22][C:23]2[CH:28]=[C:27]([C:29]3[CH:33]=[CH:32][S:31][CH:30]=3)[CH:26]=[CH:25][C:24]=2[NH:34]C(=O)OC(C)(C)C)=[O:21])=[CH:18][CH:17]=1)[C:7]([NH:9][C:10]1[CH:15]=[CH:14][CH:13]=[CH:12][CH:11]=1)=[O:8])(=[O:3])[CH3:2].FC(F)(F)C(O)=O.C([O-])(O)=O.[Na+]. (4) Given the product [Br:1][C:2]1[CH:3]=[C:4]2[C:8](=[CH:9][CH:10]=1)[C:7]1([C:14](=[O:15])[NH:13][C:12](=[O:16])[NH:11]1)[CH2:6][C:5]2=[O:17], predict the reactants needed to synthesize it. The reactants are: [Br:1][C:2]1[CH:3]=[C:4]2[C:8](=[CH:9][CH:10]=1)[C:7]1([C:14](=[O:15])[NH:13][C:12](=[O:16])[NH:11]1)[CH2:6][CH2:5]2.[O-:17][Mn](=O)(=O)=O.[K+]. (5) Given the product [C:5]([C:20]1[CH:19]=[C:15]([CH:14]=[CH:22][N:21]=1)[C:16]([O:18][CH3:7])=[O:17])#[N:6], predict the reactants needed to synthesize it. The reactants are: C[Si]([C:5]#[N:6])(C)C.[CH3:7]N(C)C(Cl)=O.C[C:14]1[CH:22]=[N+:21]([O-])[CH:20]=[CH:19][C:15]=1[C:16]([O-:18])=[O:17]. (6) Given the product [C:1]([O:5][C:6](=[O:23])[NH:7][C:8]1[CH:13]=[CH:12][C:11]([C:14]#[C:15][C:16]2[CH:17]=[CH:18][CH:19]=[CH:20][CH:21]=2)=[CH:10][C:9]=1[NH:22][C:29](=[O:28])[CH2:30][C:31](=[O:44])[C:32]1[CH:37]=[CH:36][CH:35]=[C:34]([C:38]2[CH:39]=[N:40][CH:41]=[CH:42][CH:43]=2)[CH:33]=1)([CH3:4])([CH3:2])[CH3:3], predict the reactants needed to synthesize it. The reactants are: [C:1]([O:5][C:6](=[O:23])[NH:7][C:8]1[CH:13]=[CH:12][C:11]([C:14]#[C:15][C:16]2[CH:21]=[CH:20][CH:19]=[CH:18][CH:17]=2)=[CH:10][C:9]=1[NH2:22])([CH3:4])([CH3:3])[CH3:2].C([O:28][C:29](=O)[CH2:30][C:31](=[O:44])[C:32]1[CH:37]=[CH:36][CH:35]=[C:34]([C:38]2[CH:39]=[N:40][CH:41]=[CH:42][CH:43]=2)[CH:33]=1)(C)(C)C.